From a dataset of Full USPTO retrosynthesis dataset with 1.9M reactions from patents (1976-2016). Predict the reactants needed to synthesize the given product. (1) The reactants are: O1CCCCC1[O:7][CH2:8][CH2:9][CH2:10][CH2:11][CH2:12][CH2:13][CH2:14][CH2:15][CH2:16][CH2:17][CH2:18][CH2:19][CH2:20][CH2:21][CH2:22][CH2:23][C:24]([O:26][CH2:27][CH3:28])=[O:25].CC1C=CC(S([O-])(=O)=O)=CC=1.C1C=C[NH+]=CC=1.CCO. Given the product [OH:7][CH2:8][CH2:9][CH2:10][CH2:11][CH2:12][CH2:13][CH2:14][CH2:15][CH2:16][CH2:17][CH2:18][CH2:19][CH2:20][CH2:21][CH2:22][CH2:23][C:24]([O:26][CH2:27][CH3:28])=[O:25], predict the reactants needed to synthesize it. (2) Given the product [C:7]([C:11]1[CH:12]=[CH:13][C:14]([C:17]2[S:18][C:19]([CH2:22][OH:23])=[CH:20][N:21]=2)=[CH:15][CH:16]=1)([CH3:10])([CH3:8])[CH3:9], predict the reactants needed to synthesize it. The reactants are: [H-].[Al+3].[Li+].[H-].[H-].[H-].[C:7]([C:11]1[CH:16]=[CH:15][C:14]([C:17]2[S:18][C:19]([C:22](OC)=[O:23])=[CH:20][N:21]=2)=[CH:13][CH:12]=1)([CH3:10])([CH3:9])[CH3:8].O.O.O.O.O.O.O.O.O.O.S([O-])([O-])(=O)=O.[Mg+2]. (3) Given the product [Cl:1][C:2]1[S:10][C:9]2[S:8](=[O:12])(=[O:11])[N:7]([CH2:38][O:37][CH2:36][CH2:35][Si:25]([CH3:32])([CH3:31])[CH3:24])[CH2:6][C:5]([C:14]3[CH:23]=[CH:22][C:21]4[C:16](=[CH:17][CH:18]=[CH:19][CH:20]=4)[CH:15]=3)([OH:13])[C:4]=2[CH:3]=1, predict the reactants needed to synthesize it. The reactants are: [Cl:1][C:2]1[S:10][C:9]2[S:8](=[O:12])(=[O:11])[NH:7][CH2:6][C:5]([C:14]3[CH:23]=[CH:22][C:21]4[C:16](=[CH:17][CH:18]=[CH:19][CH:20]=4)[CH:15]=3)([OH:13])[C:4]=2[CH:3]=1.[CH3:24][Si:25]([CH3:32])([CH3:31])[N-][Si:25]([CH3:32])([CH3:31])[CH3:24].[Li+].C1[CH2:38][O:37][CH2:36][CH2:35]1. (4) Given the product [CH2:13]([O:20][C:21]([NH:23][C@:24]1([C:31]([O:33][CH2:34][CH3:35])=[O:32])[CH2:29][C:28](=[O:30])[NH:27][C:25]1=[O:26])=[O:22])[C:14]1[CH:19]=[CH:18][CH:17]=[CH:16][CH:15]=1, predict the reactants needed to synthesize it. The reactants are: COC(C)(C)C.CCCCCC.[CH2:13]([O:20][C:21]([NH:23][C:24]1([C:31]([O:33][CH2:34][CH3:35])=[O:32])[CH2:29][C:28](=[O:30])[NH:27][C:25]1=[O:26])=[O:22])[C:14]1[CH:19]=[CH:18][CH:17]=[CH:16][CH:15]=1. (5) Given the product [C:8]([O:12][C:13]([NH:15][C@@H:16]([CH2:19][C:20]1[CH:21]=[CH:22][CH:23]=[CH:24][CH:25]=1)[CH:17]=[O:18])=[O:14])([CH3:11])([CH3:9])[CH3:10], predict the reactants needed to synthesize it. The reactants are: C(N(CC)CC)C.[C:8]([O:12][C:13]([NH:15][C@@H:16]([CH2:19][C:20]1[CH:25]=[CH:24][CH:23]=[CH:22][CH:21]=1)[CH2:17][OH:18])=[O:14])([CH3:11])([CH3:10])[CH3:9].O. (6) Given the product [F:1][C:2]1[CH:11]=[C:10]([NH:12][S:13]([C:16]2[CH:21]=[CH:20][CH:19]=[CH:18][CH:17]=2)(=[O:14])=[O:15])[C:9]([F:22])=[CH:8][C:3]=1[C:4]([OH:6])=[O:5], predict the reactants needed to synthesize it. The reactants are: [F:1][C:2]1[CH:11]=[C:10]([NH:12][S:13]([C:16]2[CH:21]=[CH:20][CH:19]=[CH:18][CH:17]=2)(=[O:15])=[O:14])[C:9]([F:22])=[CH:8][C:3]=1[C:4]([O:6]C)=[O:5].Cl.